From a dataset of NCI-60 drug combinations with 297,098 pairs across 59 cell lines. Regression. Given two drug SMILES strings and cell line genomic features, predict the synergy score measuring deviation from expected non-interaction effect. (1) Drug 1: C1CCC(CC1)NC(=O)N(CCCl)N=O. Cell line: UO-31. Synergy scores: CSS=11.2, Synergy_ZIP=-1.67, Synergy_Bliss=4.89, Synergy_Loewe=2.37, Synergy_HSA=2.64. Drug 2: CC1=C(C=C(C=C1)NC(=O)C2=CC=C(C=C2)CN3CCN(CC3)C)NC4=NC=CC(=N4)C5=CN=CC=C5. (2) Synergy scores: CSS=5.19, Synergy_ZIP=-2.02, Synergy_Bliss=0.0742, Synergy_Loewe=-3.71, Synergy_HSA=-0.400. Cell line: EKVX. Drug 2: C1=CN(C=N1)CC(O)(P(=O)(O)O)P(=O)(O)O. Drug 1: CC(C1=C(C=CC(=C1Cl)F)Cl)OC2=C(N=CC(=C2)C3=CN(N=C3)C4CCNCC4)N. (3) Drug 1: CCC1(CC2CC(C3=C(CCN(C2)C1)C4=CC=CC=C4N3)(C5=C(C=C6C(=C5)C78CCN9C7C(C=CC9)(C(C(C8N6C)(C(=O)OC)O)OC(=O)C)CC)OC)C(=O)OC)O.OS(=O)(=O)O. Drug 2: CC1CCC2CC(C(=CC=CC=CC(CC(C(=O)C(C(C(=CC(C(=O)CC(OC(=O)C3CCCCN3C(=O)C(=O)C1(O2)O)C(C)CC4CCC(C(C4)OC)O)C)C)O)OC)C)C)C)OC. Cell line: ACHN. Synergy scores: CSS=11.8, Synergy_ZIP=-2.12, Synergy_Bliss=-0.768, Synergy_Loewe=-2.12, Synergy_HSA=-2.06. (4) Drug 1: CC(CN1CC(=O)NC(=O)C1)N2CC(=O)NC(=O)C2. Drug 2: CCC1(CC2CC(C3=C(CCN(C2)C1)C4=CC=CC=C4N3)(C5=C(C=C6C(=C5)C78CCN9C7C(C=CC9)(C(C(C8N6C)(C(=O)OC)O)OC(=O)C)CC)OC)C(=O)OC)O.OS(=O)(=O)O. Cell line: OVCAR-8. Synergy scores: CSS=46.2, Synergy_ZIP=-4.88, Synergy_Bliss=0.504, Synergy_Loewe=1.12, Synergy_HSA=1.89. (5) Drug 1: C1CC(=O)NC(=O)C1N2CC3=C(C2=O)C=CC=C3N. Drug 2: C1CN(P(=O)(OC1)NCCCl)CCCl. Cell line: T-47D. Synergy scores: CSS=-1.88, Synergy_ZIP=-0.440, Synergy_Bliss=-2.74, Synergy_Loewe=-3.13, Synergy_HSA=-2.81. (6) Drug 1: CC(C)(C#N)C1=CC(=CC(=C1)CN2C=NC=N2)C(C)(C)C#N. Drug 2: C(CN)CNCCSP(=O)(O)O. Cell line: MCF7. Synergy scores: CSS=-10.4, Synergy_ZIP=6.06, Synergy_Bliss=1.38, Synergy_Loewe=-7.89, Synergy_HSA=-7.45. (7) Drug 1: CS(=O)(=O)CCNCC1=CC=C(O1)C2=CC3=C(C=C2)N=CN=C3NC4=CC(=C(C=C4)OCC5=CC(=CC=C5)F)Cl. Drug 2: CCC1(C2=C(COC1=O)C(=O)N3CC4=CC5=C(C=CC(=C5CN(C)C)O)N=C4C3=C2)O.Cl. Cell line: HOP-62. Synergy scores: CSS=28.7, Synergy_ZIP=-0.996, Synergy_Bliss=3.19, Synergy_Loewe=-30.9, Synergy_HSA=0.973.